From a dataset of Catalyst prediction with 721,799 reactions and 888 catalyst types from USPTO. Predict which catalyst facilitates the given reaction. (1) Reactant: COC[O:4][C:5]1[CH:10]=[CH:9][CH:8]=[C:7]2[O:11][CH2:12][CH2:13][C:14]3([CH2:16][CH2:15]3)[C:6]=12.Cl.O. Product: [C:14]12([C:6]3[C:5]([OH:4])=[CH:10][CH:9]=[CH:8][C:7]=3[O:11][CH2:12][CH2:13]1)[CH2:16][CH2:15]2. The catalyst class is: 5. (2) Reactant: [N+:1]([O-:4])(O)=[O:2].[CH2:5]([O:12][C:13]1[CH:20]=[CH:19][C:16]([C:17]#[N:18])=[CH:15][C:14]=1[O:21][CH3:22])[C:6]1[CH:11]=[CH:10][CH:9]=[CH:8][CH:7]=1. Product: [CH2:5]([O:12][C:13]1[CH:20]=[C:19]([N+:1]([O-:4])=[O:2])[C:16]([C:17]#[N:18])=[CH:15][C:14]=1[O:21][CH3:22])[C:6]1[CH:7]=[CH:8][CH:9]=[CH:10][CH:11]=1. The catalyst class is: 15.